This data is from Peptide-MHC class I binding affinity with 185,985 pairs from IEDB/IMGT. The task is: Regression. Given a peptide amino acid sequence and an MHC pseudo amino acid sequence, predict their binding affinity value. This is MHC class I binding data. (1) The peptide sequence is ASYQFQLPY. The binding affinity (normalized) is 0.0847. The MHC is HLA-B40:01 with pseudo-sequence HLA-B40:01. (2) The binding affinity (normalized) is 0. The MHC is Mamu-A01 with pseudo-sequence Mamu-A01. The peptide sequence is VYPAEVVRKT. (3) The peptide sequence is NGYRWQHQI. The MHC is HLA-A02:03 with pseudo-sequence HLA-A02:03. The binding affinity (normalized) is 0.136. (4) The peptide sequence is RIEQLYPFA. The MHC is HLA-A25:01 with pseudo-sequence HLA-A25:01. The binding affinity (normalized) is 0.0847. (5) The peptide sequence is FVHSGFIYF. The MHC is HLA-B39:01 with pseudo-sequence HLA-B39:01. The binding affinity (normalized) is 0.0847. (6) The peptide sequence is LIFPAFFLC. The MHC is HLA-B15:01 with pseudo-sequence HLA-B15:01. The binding affinity (normalized) is 0.0847. (7) The peptide sequence is HERPVILSL. The MHC is HLA-B58:01 with pseudo-sequence HLA-B58:01. The binding affinity (normalized) is 0.0847.